Dataset: Forward reaction prediction with 1.9M reactions from USPTO patents (1976-2016). Task: Predict the product of the given reaction. (1) Given the reactants [CH2:1]1[C:16]2[C:15]3[C:14]4[CH:13]=[CH:12][CH:11]=[CH:10][C:9]=4[NH:8][C:7]=3[CH:6]=[CH:5][C:4]=2[C:3](=[O:17])[CH2:2]1.[H-].[Na+].Cl.Cl[CH2:22][CH2:23][CH:24]1[CH2:28][CH2:27][CH2:26][N:25]1[CH3:29].C(Cl)(Cl)Cl.CO, predict the reaction product. The product is: [CH3:29][N:25]1[CH2:26][CH2:27][CH2:28][CH:24]1[CH2:23][CH2:22][N:8]1[C:7]2[CH:6]=[CH:5][C:4]3[C:3](=[O:17])[CH2:2][CH2:1][C:16]=3[C:15]=2[C:14]2[CH:13]=[CH:12][CH:11]=[CH:10][C:9]1=2. (2) Given the reactants [C:1]([Si:5]([CH3:8])([CH3:7])Cl)([CH3:4])([CH3:3])[CH3:2].[CH3:9][NH:10][CH2:11][CH2:12][OH:13].N1C=CN=C1.O, predict the reaction product. The product is: [Si:5]([O:13][CH2:12][CH2:11][NH:10][CH3:9])([C:1]([CH3:4])([CH3:3])[CH3:2])([CH3:8])[CH3:7]. (3) The product is: [Cl:9][C:10]1[CH:11]=[C:12]([CH:13]=[CH:14][CH:15]=1)[C:16]([OH:18])=[O:17]. Given the reactants ON1C(=O)CCC1=O.[Cl:9][C:10]1[CH:15]=[CH:14][CH:13]=[C:12]([C:16]([O:18]O)=[O:17])[CH:11]=1, predict the reaction product. (4) Given the reactants [CH2:1]([N:3]([CH2:15][CH3:16])[C:4](=[O:14])[C:5]1[CH:10]=[CH:9][CH:8]=[CH:7][C:6]=1[N:11]([CH3:13])[CH3:12])[CH3:2].C1C(=O)N([Br:24])C(=O)C1, predict the reaction product. The product is: [Br:24][C:9]1[CH:8]=[CH:7][C:6]([N:11]([CH3:12])[CH3:13])=[C:5]([CH:10]=1)[C:4]([N:3]([CH2:1][CH3:2])[CH2:15][CH3:16])=[O:14]. (5) Given the reactants [Cl:1][C:2]1[CH:3]=[N:4][CH:5]=[C:6]([F:9])[C:7]=1I.[CH:10]1(B(O)O)[CH2:12][CH2:11]1.C1(P(C2CCCCC2)C2CCCCC2)CCCCC1.[O-]P([O-])([O-])=O.[K+].[K+].[K+], predict the reaction product. The product is: [Cl:1][C:2]1[CH:3]=[N:4][CH:5]=[C:6]([F:9])[C:7]=1[CH:10]1[CH2:12][CH2:11]1. (6) Given the reactants [Br:1][C:2]1[CH:3]=[C:4]([OH:11])[CH:5]=[C:6]([N+:8]([O-:10])=[O:9])[CH:7]=1.[OH-].[Na+].Cl[C:15]([F:20])([F:19])C([O-])=O.[Na+], predict the reaction product. The product is: [Br:1][C:2]1[CH:7]=[C:6]([N+:8]([O-:10])=[O:9])[CH:5]=[C:4]([O:11][CH:15]([F:20])[F:19])[CH:3]=1.